From a dataset of Full USPTO retrosynthesis dataset with 1.9M reactions from patents (1976-2016). Predict the reactants needed to synthesize the given product. (1) Given the product [C:1]([O:4][CH2:5][O:6][C:7]1[C:8]([C:15]([NH:17][C@H:18]2[CH2:26][O:25][C:24](=[O:27])[C@H:23]([CH2:28][C:29]3[CH:30]=[CH:31][CH:32]=[CH:33][CH:34]=3)[C@@H:22]([O:35][CH2:36][CH:37]([CH3:38])[CH3:39])[C@H:21]([CH3:40])[O:20][C:19]2=[O:41])=[O:16])=[N:9][CH:10]=[CH:11][C:12]=1[O:13][CH3:14])(=[O:3])[CH3:2], predict the reactants needed to synthesize it. The reactants are: [C:1]([O:4][CH2:5][O:6][C:7]1[C:8]([C:15]([NH:17][C@H:18]2[CH2:26][O:25][C:24](=[O:27])[C@H:23]([CH2:28][C:29]3[CH:34]=[CH:33][CH:32]=[CH:31][CH:30]=3)[C@@H:22]([O:35][CH2:36][C:37]([CH3:39])=[CH2:38])[C@H:21]([CH3:40])[O:20][C:19]2=[O:41])=[O:16])=[N:9][CH:10]=[CH:11][C:12]=1[O:13][CH3:14])(=[O:3])[CH3:2].[H][H]. (2) The reactants are: [H-].[Al+3].[Li+].[H-].[H-].[H-].[Cl:7][C:8]1[CH:16]=[C:15]2[C:11]([CH:12]=[C:13]([C:20]([O:22]C)=[O:21])[N:14]2[CH2:17][C:18]#[N:19])=[CH:10][CH:9]=1.[OH-:24].[Na+].S([O-])([O-])(=O)=[O:27].[Mg+2]. Given the product [C:20]([OH:22])(=[O:21])/[CH:13]=[CH:12]/[C:11]([OH:27])=[O:24].[Cl:7][C:8]1[CH:9]=[CH:10][C:11]2[CH:12]=[C:13]3[CH2:20][NH:19][CH2:18][CH2:17][N:14]3[C:15]=2[CH:16]=1, predict the reactants needed to synthesize it.